This data is from Full USPTO retrosynthesis dataset with 1.9M reactions from patents (1976-2016). The task is: Predict the reactants needed to synthesize the given product. Given the product [NH2:1][CH2:2][C:3]([NH:5][C@H:6]([C:24]([N:26]1[CH2:65][CH2:64][CH2:63][C@H:27]1[C:28]([NH:30][C@H:31]([C:33]([NH:35][C@H:36]([C:53]([OH:55])=[O:54])[CH2:37][CH2:38][CH2:39][CH2:40][NH2:41])=[O:34])[CH3:32])=[O:29])=[O:25])[CH2:7][CH2:8][CH2:9][NH:10][C:11](=[NH:12])[NH2:23])=[O:4], predict the reactants needed to synthesize it. The reactants are: [NH:1](C(OC(C)(C)C)=O)[CH2:2][C:3]([NH:5][C@H:6]([C:24]([N:26]1[CH2:65][CH2:64][CH2:63][C@H:27]1[C:28]([NH:30][C@H:31]([C:33]([NH:35][C@H:36]([C:53]([O:55]CC1C=CC=CC=1)=[O:54])[CH2:37][CH2:38][CH2:39][CH2:40][NH:41]C(OCC1C=CC=CC=1Cl)=O)=[O:34])[CH3:32])=[O:29])=[O:25])[CH2:7][CH2:8][CH2:9][NH:10][C:11](=[NH:23])[NH:12]S(C1C=CC(C)=CC=1)(=O)=O)=[O:4].C1(OC)C=CC=CC=1.